The task is: Predict the reactants needed to synthesize the given product.. This data is from Retrosynthesis with 50K atom-mapped reactions and 10 reaction types from USPTO. Given the product CCOC(=O)c1cccc(-c2nc(-c3ccc(C(C)C)cc3)cs2)c1, predict the reactants needed to synthesize it. The reactants are: CC(C)c1ccc(C(=O)CBr)cc1.CCOC(=O)c1cccc(C(N)=S)c1.